The task is: Predict the reaction yield, written as a fraction of the theoretical maximum amount of product (1.0 means a 100% yield; for example, 0.34 means a 34% yield).. This data is from Reaction yield outcomes from USPTO patents with 853,638 reactions. (1) The yield is 0.860. The reactants are Br[CH2:2][CH2:3][CH2:4][OH:5].[Cl:6][C:7]1[CH:12]=[C:11]([O:13][CH2:14][CH:15]=[C:16]([Cl:18])[Cl:17])[CH:10]=[C:9]([Cl:19])[C:8]=1[OH:20].[OH-].[Na+].S(=O)(=O)(O)O. The catalyst is [I-].C([N+](CCCC)(CCCC)CCCC)CCC.O.C1(C)C=CC=CC=1. The product is [Cl:6][C:7]1[CH:12]=[C:11]([O:13][CH2:14][CH:15]=[C:16]([Cl:18])[Cl:17])[CH:10]=[C:9]([Cl:19])[C:8]=1[O:20][CH2:2][CH2:3][CH2:4][OH:5]. (2) The reactants are [NH2:1][C:2]1([CH2:8][OH:9])[CH2:7][CH2:6][CH2:5][CH2:4][CH2:3]1.C(N(CC)CC)C.[CH:17]([Si:20](Cl)([CH:24]([CH3:26])[CH3:25])[CH:21]([CH3:23])[CH3:22])([CH3:19])[CH3:18]. The catalyst is C(Cl)Cl. The product is [CH:17]([Si:20]([CH:24]([CH3:26])[CH3:25])([CH:21]([CH3:23])[CH3:22])[O:9][CH2:8][C:2]1([NH2:1])[CH2:7][CH2:6][CH2:5][CH2:4][CH2:3]1)([CH3:19])[CH3:18]. The yield is 0.930.